Dataset: Forward reaction prediction with 1.9M reactions from USPTO patents (1976-2016). Task: Predict the product of the given reaction. (1) Given the reactants [Cl:1][C:2]1[CH:3]=[C:4]([NH:9][C:10]2[S:11][CH:12]=[C:13]([C:15]3[CH:20]=[CH:19][CH:18]=[CH:17][CH:16]=3)[N:14]=2)[CH:5]=[CH:6][C:7]=1[Cl:8].C([O-])([O-])=O.[K+].[K+].[CH2:27]([O:29][P:30]([C:35]([C:38]1[CH:43]=[CH:42][C:41]([CH2:44]Br)=[CH:40][C:39]=1[Br:46])([F:37])[F:36])(=[O:34])[O:31][CH2:32][CH3:33])[CH3:28], predict the reaction product. The product is: [CH2:32]([O:31][P:30]([C:35]([C:38]1[CH:43]=[CH:42][C:41]([CH2:44][N:9]([C:4]2[CH:5]=[CH:6][C:7]([Cl:8])=[C:2]([Cl:1])[CH:3]=2)[C:10]2[S:11][CH:12]=[C:13]([C:15]3[CH:20]=[CH:19][CH:18]=[CH:17][CH:16]=3)[N:14]=2)=[CH:40][C:39]=1[Br:46])([F:37])[F:36])(=[O:34])[O:29][CH2:27][CH3:28])[CH3:33]. (2) Given the reactants [CH3:1][C:2]1[C:3]2[N:4]([N:8]=[C:9]([NH2:11])[N:10]=2)[CH:5]=[CH:6][CH:7]=1.Br[C:13]1[CH:18]=[CH:17][C:16]([S:19]([CH3:22])(=[O:21])=[O:20])=[CH:15][CH:14]=1, predict the reaction product. The product is: [CH3:22][S:19]([C:16]1[CH:17]=[CH:18][C:13]([NH:11][C:9]2[N:10]=[C:3]3[C:2]([CH3:1])=[CH:7][CH:6]=[CH:5][N:4]3[N:8]=2)=[CH:14][CH:15]=1)(=[O:21])=[O:20]. (3) Given the reactants C(OC(=O)[NH:7][CH2:8][CH:9]1[CH2:14][CH2:13][N:12]([CH2:15][CH2:16][C@@H:17]([C:28]2[CH:33]=[C:32]([F:34])[CH:31]=[C:30]([F:35])[CH:29]=2)[C:18]2[CH:23]=[CH:22][C:21]([S:24]([CH3:27])(=[O:26])=[O:25])=[CH:20][CH:19]=2)[CH2:11][CH2:10]1)(C)(C)C.C(OCC)C.[ClH:42].O1CCOCC1, predict the reaction product. The product is: [ClH:42].[ClH:42].[F:35][C:30]1[CH:29]=[C:28]([C@@H:17]([C:18]2[CH:19]=[CH:20][C:21]([S:24]([CH3:27])(=[O:26])=[O:25])=[CH:22][CH:23]=2)[CH2:16][CH2:15][N:12]2[CH2:13][CH2:14][CH:9]([CH2:8][NH2:7])[CH2:10][CH2:11]2)[CH:33]=[C:32]([F:34])[CH:31]=1. (4) Given the reactants [OH:1][CH:2]1[CH2:25][N:24]([CH2:26][CH2:27][CH2:28][CH2:29][CH2:30][CH2:31][C:32]([O:34]CC)=[O:33])[C:5]2=[N:6][C:7]([C:17]3[CH:22]=[CH:21][C:20]([CH3:23])=[CH:19][CH:18]=3)=[C:8]([C:10]3[CH:15]=[CH:14][C:13]([CH3:16])=[CH:12][CH:11]=3)[N:9]=[C:4]2[CH2:3]1.[OH-].[Na+].Cl, predict the reaction product. The product is: [OH:1][CH:2]1[CH2:25][N:24]([CH2:26][CH2:27][CH2:28][CH2:29][CH2:30][CH2:31][C:32]([OH:34])=[O:33])[C:5]2=[N:6][C:7]([C:17]3[CH:22]=[CH:21][C:20]([CH3:23])=[CH:19][CH:18]=3)=[C:8]([C:10]3[CH:11]=[CH:12][C:13]([CH3:16])=[CH:14][CH:15]=3)[N:9]=[C:4]2[CH2:3]1. (5) Given the reactants [F:1][C:2]1[CH:10]=[C:9]([C:11]([NH2:13])=[O:12])[C:8]2[C:4](=[CH:5][N:6]([C:14]3[CH:19]=[CH:18][C:17]([C:20]4[CH:21]=[N:22][CH:23]=[CH:24][CH:25]=4)=[CH:16][CH:15]=3)[N:7]=2)[CH:3]=1.[I:26][CH2:27][CH3:28], predict the reaction product. The product is: [I-:26].[NH2:13][C:11]([C:9]1[C:8]2[C:4](=[CH:5][N:6]([C:14]3[CH:15]=[CH:16][C:17]([C:20]4[CH:21]=[N+:22]([CH2:27][CH3:28])[CH:23]=[CH:24][CH:25]=4)=[CH:18][CH:19]=3)[N:7]=2)[CH:3]=[C:2]([F:1])[CH:10]=1)=[O:12]. (6) Given the reactants CS([O:5][CH2:6][CH2:7][CH2:8][C:9]1[O:13][N:12]=[C:11]([C:14]2[CH:19]=[CH:18][C:17]([C:20]([F:23])([F:22])[F:21])=[CH:16][CH:15]=2)[CH:10]=1)(=O)=O.[I-].[Na+].[C:26]([O:35]C)(=[O:34])[C:27]1[C:28](=[CH:30][CH:31]=[CH:32][CH:33]=1)O.C(=O)([O-])[O-].[K+].[K+].Cl, predict the reaction product. The product is: [F:21][C:20]([F:23])([F:22])[C:17]1[CH:18]=[CH:19][C:14]([C:11]2[CH:10]=[C:9]([CH2:8][CH2:7][CH2:6][O:5][C:33]3[CH:32]=[CH:31][CH:30]=[CH:28][C:27]=3[C:26]([OH:35])=[O:34])[O:13][N:12]=2)=[CH:15][CH:16]=1. (7) The product is: [CH:14]1([N:12]2[CH:13]=[C:9]([O:8][C:6]3[CH:5]=[CH:4][N:3]=[C:2]([NH:23][C:24]4[CH:31]=[CH:30][C:27]([C:28]#[N:29])=[CH:26][CH:25]=4)[CH:7]=3)[C:10]([CH:17]3[CH2:22][CH2:21][O:20][CH2:19][CH2:18]3)=[N:11]2)[CH2:16][CH2:15]1. Given the reactants Cl[C:2]1[CH:7]=[C:6]([O:8][C:9]2[C:10]([CH:17]3[CH2:22][CH2:21][O:20][CH2:19][CH2:18]3)=[N:11][N:12]([CH:14]3[CH2:16][CH2:15]3)[CH:13]=2)[CH:5]=[CH:4][N:3]=1.[NH2:23][C:24]1[CH:31]=[CH:30][C:27]([C:28]#[N:29])=[CH:26][CH:25]=1.C(=O)([O-])[O-].[Cs+].[Cs+].C1(P(C2C=CC=CC=2)C2C3OC4C(=CC=CC=4P(C4C=CC=CC=4)C4C=CC=CC=4)C(C)(C)C=3C=CC=2)C=CC=CC=1, predict the reaction product.